Dataset: Peptide-MHC class I binding affinity with 185,985 pairs from IEDB/IMGT. Task: Regression. Given a peptide amino acid sequence and an MHC pseudo amino acid sequence, predict their binding affinity value. This is MHC class I binding data. (1) The peptide sequence is SELPQWLSANR. The MHC is HLA-A26:01 with pseudo-sequence HLA-A26:01. The binding affinity (normalized) is 0.237. (2) The peptide sequence is IRQIINTWHK. The MHC is Mamu-B03 with pseudo-sequence Mamu-B03. The binding affinity (normalized) is 0.322. (3) The peptide sequence is RQHGFTPSK. The MHC is HLA-A26:03 with pseudo-sequence HLA-A26:03. The binding affinity (normalized) is 0.0847. (4) The peptide sequence is ATVKGMQSY. The MHC is HLA-B53:01 with pseudo-sequence HLA-B53:01. The binding affinity (normalized) is 0.213. (5) The peptide sequence is ITAIYVFCI. The MHC is HLA-A68:02 with pseudo-sequence HLA-A68:02. The binding affinity (normalized) is 0.482. (6) The MHC is HLA-A11:01 with pseudo-sequence HLA-A11:01. The peptide sequence is AINSVPWSK. The binding affinity (normalized) is 0.943. (7) The peptide sequence is YCNYTRFWYI. The MHC is HLA-A68:02 with pseudo-sequence HLA-A68:02. The binding affinity (normalized) is 0.334.